Dataset: Full USPTO retrosynthesis dataset with 1.9M reactions from patents (1976-2016). Task: Predict the reactants needed to synthesize the given product. (1) Given the product [C:15]([NH:19][C:2]([NH:3][C:10](=[O:11])[C:9]1[CH:13]=[CH:14][C:6]([Cl:5])=[CH:7][CH:8]=1)=[S:1])([CH3:18])([CH3:17])[CH3:16], predict the reactants needed to synthesize it. The reactants are: [S-:1][C:2]#[N:3].[K+].[Cl:5][C:6]1[CH:14]=[CH:13][C:9]([C:10](Cl)=[O:11])=[CH:8][CH:7]=1.[C:15]([NH2:19])([CH3:18])([CH3:17])[CH3:16]. (2) Given the product [CH3:21][C:2]([CH3:1])([CH3:20])[C:3]([C:5]1[C:13]2[C:8](=[CH:9][C:10]([O:14][CH3:15])=[CH:11][CH:12]=2)[N:7]([CH2:16][C:17]([N:36]([CH2:37][CH:38]([CH3:40])[CH3:39])[CH2:32][CH:33]([CH3:35])[CH3:34])=[O:18])[N:6]=1)=[O:4], predict the reactants needed to synthesize it. The reactants are: [CH3:1][C:2]([CH3:21])([CH3:20])[C:3]([C:5]1[C:13]2[C:8](=[CH:9][C:10]([O:14][CH3:15])=[CH:11][CH:12]=2)[N:7]([CH2:16][C:17](O)=[O:18])[N:6]=1)=[O:4].C1C=CC2N(O)N=NC=2C=1.[CH2:32]([NH:36][CH2:37][CH:38]([CH3:40])[CH3:39])[CH:33]([CH3:35])[CH3:34].CCN(C(C)C)C(C)C.